From a dataset of Full USPTO retrosynthesis dataset with 1.9M reactions from patents (1976-2016). Predict the reactants needed to synthesize the given product. Given the product [Cl:1][C:2]1[CH:3]=[C:4]([C:8](=[O:10])[CH2:9][C:21](=[O:29])[C:22]([O:24][C:25]([CH3:28])([CH3:27])[CH3:26])=[O:23])[CH:5]=[CH:6][CH:7]=1, predict the reactants needed to synthesize it. The reactants are: [Cl:1][C:2]1[CH:3]=[C:4]([C:8](=[O:10])[CH3:9])[CH:5]=[CH:6][CH:7]=1.[Li+].C[Si]([N-][Si](C)(C)C)(C)C.[C:21](OC(C)(C)C)(=[O:29])[C:22]([O:24][C:25]([CH3:28])([CH3:27])[CH3:26])=[O:23].